From a dataset of Retrosynthesis with 50K atom-mapped reactions and 10 reaction types from USPTO. Predict the reactants needed to synthesize the given product. (1) Given the product CCOc1ccc(C(=O)c2cn(Cc3cccc(Br)n3)c3ccccc3c2=O)cc1C, predict the reactants needed to synthesize it. The reactants are: CCOc1ccc(I)cc1C.CON(C)C(=O)c1cn(Cc2cccc(Br)n2)c2ccccc2c1=O. (2) Given the product CCCCCCC(=O)NCCc1ccccc1Cl, predict the reactants needed to synthesize it. The reactants are: CCCCCCC(=O)Cl.NCCc1ccccc1Cl. (3) Given the product O=S(=O)(c1ccc(O)cc1)C1CCN(CCCCc2cccc(O)c2)C1, predict the reactants needed to synthesize it. The reactants are: O=S(=O)(c1ccc(O)cc1)C1CCN(CCCCc2cccc(OCc3ccccc3)c2)C1. (4) Given the product CC(C)(CN=[N+]=[N-])n1cc([N+](=O)[O-])cn1, predict the reactants needed to synthesize it. The reactants are: CC(C)(CI)n1cc([N+](=O)[O-])cn1.[N-]=[N+]=[N-]. (5) Given the product CN(C)CCCC#Cc1ccc(N(C)C(=O)OC(C)(C)C)cc1, predict the reactants needed to synthesize it. The reactants are: CN(C(=O)OC(C)(C)C)c1ccc(C#CCCCOS(C)(=O)=O)cc1.CNC. (6) Given the product COc1cc([N+](=O)[O-])cc(F)c1F, predict the reactants needed to synthesize it. The reactants are: CI.O=[N+]([O-])c1cc(O)c(F)c(F)c1. (7) Given the product OC1CCC(CBr)CC1, predict the reactants needed to synthesize it. The reactants are: COC1CCC(CBr)CC1.